Dataset: Reaction yield outcomes from USPTO patents with 853,638 reactions. Task: Predict the reaction yield, written as a fraction of the theoretical maximum amount of product (1.0 means a 100% yield; for example, 0.34 means a 34% yield). The reactants are [NH2:1][C:2]1[C:17]([O:18][CH3:19])=[CH:16][C:5]2[CH2:6][CH2:7][N:8]([CH2:11][C:12]([CH3:15])([OH:14])[CH3:13])[CH2:9][CH2:10][C:4]=2[CH:3]=1.C([Si](C)(C)[O:25][C@@H:26]1[CH2:30][CH2:29][N:28]([S:31]([C:34]2[CH:39]=[CH:38][CH:37]=[CH:36][C:35]=2[NH:40][C:41]2[C:46]([Cl:47])=[CH:45][N:44]=[C:43](Cl)[N:42]=2)(=[O:33])=[O:32])[CH2:27]1)(C)(C)C. No catalyst specified. The product is [Cl:47][C:46]1[C:41]([NH:40][C:35]2[CH:36]=[CH:37][CH:38]=[CH:39][C:34]=2[S:31]([N:28]2[CH2:29][CH2:30][C@@H:26]([OH:25])[CH2:27]2)(=[O:32])=[O:33])=[N:42][C:43]([NH:1][C:2]2[C:17]([O:18][CH3:19])=[CH:16][C:5]3[CH2:6][CH2:7][N:8]([CH2:11][C:12]([OH:14])([CH3:15])[CH3:13])[CH2:9][CH2:10][C:4]=3[CH:3]=2)=[N:44][CH:45]=1. The yield is 0.470.